From a dataset of TCR-epitope binding with 47,182 pairs between 192 epitopes and 23,139 TCRs. Binary Classification. Given a T-cell receptor sequence (or CDR3 region) and an epitope sequence, predict whether binding occurs between them. (1) The epitope is FTISVTTEIL. The TCR CDR3 sequence is CASSQDFASSGNTIYF. Result: 1 (the TCR binds to the epitope). (2) The epitope is SLFNTVATLY. The TCR CDR3 sequence is CASSTERGEAYEQYF. Result: 0 (the TCR does not bind to the epitope). (3) The epitope is FLNGSCGSV. The TCR CDR3 sequence is CASSLSNRERDYSETQYF. Result: 1 (the TCR binds to the epitope). (4) The TCR CDR3 sequence is CASRTEDRVQEKLFF. Result: 1 (the TCR binds to the epitope). The epitope is KAYNVTQAF. (5) The epitope is NLVPMVATV. The TCR CDR3 sequence is CASSYSAVNTEAFF. Result: 1 (the TCR binds to the epitope). (6) The epitope is PKYVKQNTLKLAT. The TCR CDR3 sequence is CATSDFGEGTDTQYF. Result: 1 (the TCR binds to the epitope).